From a dataset of Forward reaction prediction with 1.9M reactions from USPTO patents (1976-2016). Predict the product of the given reaction. (1) Given the reactants [CH3:1][N:2]1[C:14]2[CH2:13][CH2:12][CH:11]([CH:15]3[CH2:20][CH2:19][O:18][CH2:17][CH2:16]3)[CH2:10][C:9]=2[C:8]2[C:3]1=[CH:4][CH:5]=[C:6]([C:21]([N:23]1[CH2:28][CH2:27][CH:26]([NH:29][C:30](=[O:36])OC(C)(C)C)[CH2:25][CH2:24]1)=[O:22])[CH:7]=2.Cl.C(N(CC)CC)C.[CH:45]1(C(Cl)=O)[CH2:47][CH2:46]1, predict the reaction product. The product is: [CH3:1][N:2]1[C:14]2[CH2:13][CH2:12][CH:11]([CH:15]3[CH2:20][CH2:19][O:18][CH2:17][CH2:16]3)[CH2:10][C:9]=2[C:8]2[C:3]1=[CH:4][CH:5]=[C:6]([C:21]([N:23]1[CH2:28][CH2:27][CH:26]([NH:29][C:30]([CH:45]3[CH2:47][CH2:46]3)=[O:36])[CH2:25][CH2:24]1)=[O:22])[CH:7]=2. (2) Given the reactants [Br:1][C:2]1[CH:3]=[C:4]2[C:8](=[CH:9][CH:10]=1)[CH:7]([CH:11](P(OCC)(OCC)=O)[C:12]([O:14][CH2:15][CH3:16])=[O:13])[CH2:6][CH2:5]2.C=O.[C:27]([O-])([O-])=O.[K+].[K+], predict the reaction product. The product is: [Br:1][C:2]1[CH:3]=[C:4]2[C:8](=[CH:9][CH:10]=1)[CH:7]([C:11](=[CH2:27])[C:12]([O:14][CH2:15][CH3:16])=[O:13])[CH2:6][CH2:5]2. (3) Given the reactants [Al](C)(C)C.[Cl:5][C:6]1[C:13]([Cl:14])=[CH:12][CH:11]=[CH:10][C:7]=1[C:8]#[N:9].[N:15]([Si](C)(C)C)=[N+:16]=[N-:17].Cl, predict the reaction product. The product is: [Cl:5][C:6]1[C:13]([Cl:14])=[CH:12][CH:11]=[CH:10][C:7]=1[C:8]1[NH:17][N:16]=[N:15][N:9]=1. (4) Given the reactants [Cl:1][C:2]1[CH:7]=[CH:6][CH:5]=[CH:4][C:3]=1[C:8]1[O:9][C:10]([CH2:13]O)=[CH:11][N:12]=1.C1(P(C2C=CC=CC=2)C2C=CC=CC=2)C=CC=CC=1.C(Br)(Br)(Br)[Br:35], predict the reaction product. The product is: [Br:35][CH2:13][C:10]1[O:9][C:8]([C:3]2[CH:4]=[CH:5][CH:6]=[CH:7][C:2]=2[Cl:1])=[N:12][CH:11]=1. (5) Given the reactants [Br:1][C:2]1[C:3]2[C:14]3[C:9](=[CH:10][CH:11]=[C:12]([Cl:15])[CH:13]=3)[CH:8]=[CH:7][C:4]=2[S:5][CH:6]=1.O.[Cl:17]N1C(=O)CCC1=O, predict the reaction product. The product is: [Br:1][C:2]1[C:3]2[C:14]3[C:9](=[CH:10][CH:11]=[C:12]([Cl:15])[CH:13]=3)[CH:8]=[CH:7][C:4]=2[S:5][C:6]=1[Cl:17]. (6) Given the reactants Cl.[NH2:2][C@H:3]1[CH2:7][CH2:6][N:5]([S:8]([C:11]2[C:12]3[C:13]([Br:21])=[CH:14][N:15]=[CH:16][C:17]=3[CH:18]=[CH:19][CH:20]=2)(=[O:10])=[O:9])[CH2:4]1.[CH:22](=O)[C:23]1[O:27][CH:26]=[CH:25][CH:24]=1.C(O[BH-](OC(=O)C)OC(=O)C)(=O)C.[Na+].C(=O)([O-])O.[Na+], predict the reaction product. The product is: [O:27]1[CH:26]=[CH:25][CH:24]=[C:23]1[CH2:22][NH:2][C@H:3]1[CH2:7][CH2:6][N:5]([S:8]([C:11]2[C:12]3[C:13]([Br:21])=[CH:14][N:15]=[CH:16][C:17]=3[CH:18]=[CH:19][CH:20]=2)(=[O:10])=[O:9])[CH2:4]1.